From a dataset of NCI-60 drug combinations with 297,098 pairs across 59 cell lines. Regression. Given two drug SMILES strings and cell line genomic features, predict the synergy score measuring deviation from expected non-interaction effect. (1) Drug 1: C1=NC(=NC(=O)N1C2C(C(C(O2)CO)O)O)N. Drug 2: C(CC(=O)O)C(=O)CN.Cl. Cell line: SF-295. Synergy scores: CSS=17.6, Synergy_ZIP=-6.81, Synergy_Bliss=-3.77, Synergy_Loewe=-23.5, Synergy_HSA=-0.501. (2) Drug 1: COC1=NC(=NC2=C1N=CN2C3C(C(C(O3)CO)O)O)N. Drug 2: COC1=C2C(=CC3=C1OC=C3)C=CC(=O)O2. Cell line: HCT116. Synergy scores: CSS=-1.12, Synergy_ZIP=5.67, Synergy_Bliss=6.09, Synergy_Loewe=1.30, Synergy_HSA=-1.77. (3) Drug 1: C1=NC2=C(N=C(N=C2N1C3C(C(C(O3)CO)O)O)F)N. Drug 2: CN(CCCl)CCCl.Cl. Cell line: HOP-92. Synergy scores: CSS=21.8, Synergy_ZIP=-3.55, Synergy_Bliss=-0.520, Synergy_Loewe=-11.2, Synergy_HSA=-0.153. (4) Synergy scores: CSS=29.6, Synergy_ZIP=-11.1, Synergy_Bliss=-9.10, Synergy_Loewe=-5.44, Synergy_HSA=-3.34. Drug 1: C1=CC(=CC=C1CCCC(=O)O)N(CCCl)CCCl. Drug 2: C1=NC2=C(N1)C(=S)N=C(N2)N. Cell line: MCF7. (5) Drug 1: CS(=O)(=O)OCCCCOS(=O)(=O)C. Drug 2: C(CN)CNCCSP(=O)(O)O. Cell line: SW-620. Synergy scores: CSS=13.1, Synergy_ZIP=-3.02, Synergy_Bliss=-0.354, Synergy_Loewe=-6.11, Synergy_HSA=-1.13. (6) Drug 1: CN(CC1=CN=C2C(=N1)C(=NC(=N2)N)N)C3=CC=C(C=C3)C(=O)NC(CCC(=O)O)C(=O)O. Drug 2: CC1=CC=C(C=C1)C2=CC(=NN2C3=CC=C(C=C3)S(=O)(=O)N)C(F)(F)F. Cell line: NCI/ADR-RES. Synergy scores: CSS=7.54, Synergy_ZIP=-1.56, Synergy_Bliss=4.38, Synergy_Loewe=-2.07, Synergy_HSA=1.26. (7) Drug 1: CN(C)C1=NC(=NC(=N1)N(C)C)N(C)C. Drug 2: CCC1(C2=C(COC1=O)C(=O)N3CC4=CC5=C(C=CC(=C5CN(C)C)O)N=C4C3=C2)O.Cl. Cell line: SW-620. Synergy scores: CSS=14.3, Synergy_ZIP=0.770, Synergy_Bliss=2.00, Synergy_Loewe=-36.8, Synergy_HSA=-0.700. (8) Drug 1: CC1C(C(=O)NC(C(=O)N2CCCC2C(=O)N(CC(=O)N(C(C(=O)O1)C(C)C)C)C)C(C)C)NC(=O)C3=C4C(=C(C=C3)C)OC5=C(C(=O)C(=C(C5=N4)C(=O)NC6C(OC(=O)C(N(C(=O)CN(C(=O)C7CCCN7C(=O)C(NC6=O)C(C)C)C)C)C(C)C)C)N)C. Drug 2: COCCOC1=C(C=C2C(=C1)C(=NC=N2)NC3=CC=CC(=C3)C#C)OCCOC.Cl. Cell line: 786-0. Synergy scores: CSS=15.7, Synergy_ZIP=-3.09, Synergy_Bliss=4.45, Synergy_Loewe=-0.432, Synergy_HSA=5.79.